From a dataset of Full USPTO retrosynthesis dataset with 1.9M reactions from patents (1976-2016). Predict the reactants needed to synthesize the given product. (1) Given the product [CH3:19][O:18][C:16]([C@@H:15]1[CH2:23][CH2:24][C@H:12]([O:11][C:8]2[CH:7]=[CH:6][C:5]([C:3]([OH:4])=[O:2])=[CH:10][CH:9]=2)[CH2:13][CH2:14]1)=[O:17], predict the reactants needed to synthesize it. The reactants are: C[O:2][C:3]([C@@H:5]1[CH2:10][CH2:9][C@H:8]([O:11][C:12]2[CH:24]=[CH:23][C:15]([C:16]([O:18][C:19](C)(C)C)=[O:17])=[CH:14][CH:13]=2)[CH2:7][CH2:6]1)=[O:4].FC(F)(F)C(O)=O. (2) Given the product [C:12]([C:14](=[CH:9][C:4]1[CH:5]=[CH:6][CH:7]=[CH:8][C:3]=1[CH3:11])[C:15]([O:17][CH3:18])=[O:16])#[N:13], predict the reactants needed to synthesize it. The reactants are: N#N.[C:3]1([CH3:11])[C:4]([CH:9]=O)=[CH:5][CH:6]=[CH:7][CH:8]=1.[C:12]([CH2:14][C:15]([O:17][CH3:18])=[O:16])#[N:13].